Dataset: Reaction yield outcomes from USPTO patents with 853,638 reactions. Task: Predict the reaction yield, written as a fraction of the theoretical maximum amount of product (1.0 means a 100% yield; for example, 0.34 means a 34% yield). (1) The reactants are [CH3:1][C:2]([C:9]1[CH:14]=[CH:13][CH:12]=[CH:11][CH:10]=1)([CH3:8])[C:3](=O)[C:4]([OH:6])=[O:5].[CH2:15]([NH2:17])[CH3:16]. The catalyst is O1CCCC1. The product is [CH3:1][C:2]([CH3:8])([C:9]1[CH:14]=[CH:13][CH:12]=[CH:11][CH:10]=1)[C@@H:3]([C:4]([OH:6])=[O:5])[NH:17][CH2:15][CH3:16]. The yield is 0.643. (2) The reactants are [OH:1][C:2]1[C:3]([N+:9]([O-])=O)=[N:4][C:5]([CH3:8])=[CH:6][CH:7]=1. The catalyst is [Pd].C(O)C. The product is [NH2:9][C:3]1[C:2]([OH:1])=[CH:7][CH:6]=[C:5]([CH3:8])[N:4]=1. The yield is 0.800. (3) The reactants are N([Si](C)(C)C)=[N+:2]=[N-:3].[CH2:8]([Sn](=O)CCCC)CCC.[C:18]([C:20]1[C:24]2[CH:25]=[C:26]([O:34][CH:35]([CH3:37])[CH3:36])[C:27]([NH:29][S:30]([CH3:33])(=[O:32])=[O:31])=[CH:28][C:23]=2[O:22][C:21]=1[C:38]1[CH:43]=[CH:42][C:41]([F:44])=[CH:40][CH:39]=1)#[N:19]. The catalyst is O1CCOCC1. The product is [F:44][C:41]1[CH:40]=[CH:39][C:38]([C:21]2[O:22][C:23]3[CH:28]=[C:27]([NH:29][S:30]([CH3:33])(=[O:32])=[O:31])[C:26]([O:34][CH:35]([CH3:37])[CH3:36])=[CH:25][C:24]=3[C:20]=2[C:18]2[NH:3][N:2]=[CH:8][N:19]=2)=[CH:43][CH:42]=1. The yield is 0.220. (4) The reactants are [CH3:1][O:2][CH2:3][C@@H:4]1[CH2:8][N:7]([C:9]([O:11][C:12]([CH3:15])([CH3:14])[CH3:13])=[O:10])[C@H:6]([C:16]2[NH:20][C:19]3[C:21]4[C:26]([CH:27]=[CH:28][C:18]=3[N:17]=2)=[CH:25][C:24]2[C:29]3[C:34]([CH2:35][O:36][C:23]=2[CH:22]=4)=[CH:33][C:32](B2OC(C)(C)C(C)(C)O2)=[CH:31][CH:30]=3)[CH2:5]1.Br[C:47]1[NH:51][C:50]([C@@H:52]2[CH2:56][CH2:55][C@H:54]([CH3:57])[N:53]2[C:58](=[O:68])[C@@H:59]([NH:63][C:64](=[O:67])[O:65][CH3:66])[CH:60]([CH3:62])[CH3:61])=[N:49][CH:48]=1.C(=O)([O-])[O-].[K+].[K+]. The catalyst is COCCOC.CN(C)C=O.[Pd].C1(P(C2C=CC=CC=2)C2C=CC=CC=2)C=CC=CC=1.C1(P(C2C=CC=CC=2)C2C=CC=CC=2)C=CC=CC=1.C1(P(C2C=CC=CC=2)C2C=CC=CC=2)C=CC=CC=1.C1(P(C2C=CC=CC=2)C2C=CC=CC=2)C=CC=CC=1.C1C=CC(P(C2C=CC=CC=2)[C-]2C=CC=C2)=CC=1.C1C=CC(P(C2C=CC=CC=2)[C-]2C=CC=C2)=CC=1.Cl[Pd]Cl.[Fe+2]. The product is [CH3:66][O:65][C:64]([NH:63][C@H:59]([C:58]([N:53]1[C@@H:54]([CH3:57])[CH2:55][CH2:56][C@H:52]1[C:50]1[NH:51][C:47]([C:32]2[CH:33]=[C:34]3[CH2:35][O:36][C:23]4[CH:22]=[C:21]5[C:26]([CH:27]=[CH:28][C:18]6[NH:17][C:16]([C@@H:6]7[CH2:5][C@H:4]([CH2:3][O:2][CH3:1])[CH2:8][N:7]7[C:9]([O:11][C:12]([CH3:13])([CH3:14])[CH3:15])=[O:10])=[N:20][C:19]=65)=[CH:25][C:24]=4[C:29]3=[CH:30][CH:31]=2)=[CH:48][N:49]=1)=[O:68])[CH:60]([CH3:62])[CH3:61])=[O:67]. The yield is 0.390. (5) The reactants are [CH3:1][C:2]1[N:3]([S:12]([C:15]2[CH:20]=[CH:19][CH:18]=[CH:17][CH:16]=2)(=[O:14])=[O:13])[CH:4]=[CH:5][C:6]=1[C:7](OCC)=[O:8].[H-].C([Al+]CC(C)C)C(C)C. The catalyst is C1(C)C=CC=CC=1. The product is [CH3:1][C:2]1[N:3]([S:12]([C:15]2[CH:20]=[CH:19][CH:18]=[CH:17][CH:16]=2)(=[O:13])=[O:14])[CH:4]=[CH:5][C:6]=1[CH2:7][OH:8]. The yield is 0.960. (6) The reactants are [CH3:1][O:2][CH2:3][CH:4]([N:6]1[CH2:11][CH2:10][N:9]2[N:12]=[C:13]([N+:15]([O-])=O)[CH:14]=[C:8]2[CH2:7]1)[CH3:5].[H][H]. The catalyst is CCO.[Pd]. The product is [CH3:1][O:2][CH2:3][CH:4]([N:6]1[CH2:11][CH2:10][N:9]2[N:12]=[C:13]([NH2:15])[CH:14]=[C:8]2[CH2:7]1)[CH3:5]. The yield is 0.890.